This data is from Reaction yield outcomes from USPTO patents with 853,638 reactions. The task is: Predict the reaction yield, written as a fraction of the theoretical maximum amount of product (1.0 means a 100% yield; for example, 0.34 means a 34% yield). (1) The reactants are Cl[CH:2]([C:8]([CH3:10])=O)[C:3]([O:5][CH2:6][CH3:7])=[O:4].[NH2:11][C:12]([NH2:14])=[S:13].C([O-])([O-])=O.[Na+].[Na+]. The catalyst is CC#N.C1COCC1. The product is [NH2:14][C:12]1[S:13][C:2]([C:3]([O:5][CH2:6][CH3:7])=[O:4])=[C:8]([CH3:10])[N:11]=1. The yield is 0.380. (2) The reactants are [Cl:1][C:2]1[CH:7]=[CH:6][CH:5]=[C:4]([Cl:8])[C:3]=1[CH2:9][OH:10].O[C:12]1[CH:17]=[CH:16][C:15]2[C:18]3([CH2:31][O:32][C:14]=2[CH:13]=1)[CH2:23][CH2:22][N:21]([C:24]([O:26][C:27]([CH3:30])([CH3:29])[CH3:28])=[O:25])[CH2:20][CH2:19]3.C1(P(C2C=CC=CC=2)C2C=CC=CC=2)C=CC=CC=1.CC(OC(/N=N/C(OC(C)C)=O)=O)C. The catalyst is ClCCl. The product is [Cl:1][C:2]1[CH:7]=[CH:6][CH:5]=[C:4]([Cl:8])[C:3]=1[CH2:9][O:10][C:12]1[CH:17]=[CH:16][C:15]2[C:18]3([CH2:31][O:32][C:14]=2[CH:13]=1)[CH2:23][CH2:22][N:21]([C:24]([O:26][C:27]([CH3:28])([CH3:29])[CH3:30])=[O:25])[CH2:20][CH2:19]3. The yield is 1.00. (3) The reactants are C([O:3][C:4]([C@@:6]1([NH:11][C:12]([O:14][C:15]([CH3:18])([CH3:17])[CH3:16])=[O:13])[CH2:8][C@H:7]1[CH:9]=[CH2:10])=[O:5])C.[Li+].[OH-]. The catalyst is C1COCC1.CO.O. The product is [C:15]([O:14][C:12]([NH:11][C@:6]1([C:4]([OH:5])=[O:3])[CH2:8][C@H:7]1[CH:9]=[CH2:10])=[O:13])([CH3:18])([CH3:16])[CH3:17]. The yield is 0.870.